Dataset: Forward reaction prediction with 1.9M reactions from USPTO patents (1976-2016). Task: Predict the product of the given reaction. Given the reactants [CH:1]1[C:2]2[C:9](=O)[NH:8][CH:7]=[N:6][C:3]=2[NH:4][N:5]=1.C(N(CC)C(C)C)(C)C.P(Cl)(Cl)([Cl:22])=O, predict the reaction product. The product is: [Cl:22][C:9]1[N:8]=[CH:7][N:6]=[C:3]2[NH:4][N:5]=[CH:1][C:2]=12.